This data is from Catalyst prediction with 721,799 reactions and 888 catalyst types from USPTO. The task is: Predict which catalyst facilitates the given reaction. (1) Reactant: [CH:1]1([C:5](/[C:7](=[CH:13]\[N:14](C)C)/[C:8]([O:10][CH2:11][CH3:12])=[O:9])=O)[CH2:4][CH2:3][CH2:2]1.[NH2:17]N.O. Product: [CH:1]1([C:5]2[C:7]([C:8]([O:10][CH2:11][CH3:12])=[O:9])=[CH:13][NH:14][N:17]=2)[CH2:4][CH2:3][CH2:2]1. The catalyst class is: 14. (2) Reactant: [CH3:1][S:2](Cl)(=[O:4])=[O:3].[Br:6][CH2:7][C:8]([C:10]1[CH:15]=[CH:14][C:13]([OH:16])=[CH:12][CH:11]=1)=[O:9].C(N(CC)CC)C. Product: [CH3:1][S:2]([O:16][C:13]1[CH:14]=[CH:15][C:10]([C:8](=[O:9])[CH2:7][Br:6])=[CH:11][CH:12]=1)(=[O:4])=[O:3]. The catalyst class is: 7. (3) Reactant: [Cl:1][C:2]1[N:10]=[CH:9][CH:8]=[CH:7][C:3]=1[C:4]([OH:6])=[O:5].[CH:11](OC)(OC)OC. Product: [CH3:11][O:5][C:4]([C:3]1[C:2]([Cl:1])=[N:10][CH:9]=[CH:8][CH:7]=1)=[O:6]. The catalyst class is: 125. (4) Reactant: C([N:4]1[C:12]2[C:7](=[CH:8][C:9]([C:13](Cl)=[O:14])=[CH:10][CH:11]=2)[C:6]([C:16]2[CH:21]=[CH:20][C:19]([F:22])=[CH:18][CH:17]=2)=[N:5]1)(=O)C.[NH2:23][CH2:24][C:25]1[CH:26]=[N:27][CH:28]=[CH:29][CH:30]=1. Product: [F:22][C:19]1[CH:18]=[CH:17][C:16]([C:6]2[C:7]3[C:12](=[CH:11][CH:10]=[C:9]([C:13]([NH:23][CH2:24][C:25]4[CH:26]=[N:27][CH:28]=[CH:29][CH:30]=4)=[O:14])[CH:8]=3)[NH:4][N:5]=2)=[CH:21][CH:20]=1. The catalyst class is: 17. (5) Reactant: C1CCN2C(=NCCC2)CC1.[CH:12]1([CH:18]=[O:19])[CH2:17][CH2:16][CH2:15][CH2:14][CH2:13]1.[N:20]([C:22]1[CH:27]=[CH:26][CH:25]=[CH:24][CH:23]=1)=[O:21]. Product: [OH:21][N:20]([C:22]1[CH:27]=[CH:26][CH:25]=[CH:24][CH:23]=1)[C:18]([CH:12]1[CH2:17][CH2:16][CH2:15][CH2:14][CH2:13]1)=[O:19]. The catalyst class is: 4.